Dataset: Catalyst prediction with 721,799 reactions and 888 catalyst types from USPTO. Task: Predict which catalyst facilitates the given reaction. (1) Reactant: [Br:1][C:2]1[CH:7]=[CH:6][C:5]([CH:8]2[CH2:14][C:13](=O)O[C:10](=O)[CH2:9]2)=[CH:4][CH:3]=1.[CH2:16]([NH2:23])[C:17]1[CH:22]=[CH:21][CH:20]=[CH:19][CH:18]=1. Product: [CH2:16]([N:23]1[CH2:13][CH2:14][CH:8]([C:5]2[CH:6]=[CH:7][C:2]([Br:1])=[CH:3][CH:4]=2)[CH2:9][CH2:10]1)[C:17]1[CH:22]=[CH:21][CH:20]=[CH:19][CH:18]=1. The catalyst class is: 11. (2) Reactant: Br[C:2]1[CH:11]=[CH:10][C:9]2[C:4](=[N:5][CH:6]=[CH:7][CH:8]=2)[N:3]=1.[CH2:12](B1OC(C)(C)C(C)(C)O1)[CH:13]=[CH2:14].[F-].[Cs+]. Product: [CH2:14]([C:2]1[CH:11]=[CH:10][C:9]2[C:4](=[N:5][CH:6]=[CH:7][CH:8]=2)[N:3]=1)[CH:13]=[CH2:12]. The catalyst class is: 10. (3) Reactant: [CH2:1]([O:4][CH2:5][CH2:6][O:7][CH2:8][CH2:9][O:10][C:11]1[CH:16]=[CH:15][C:14]([N:17]2[C:21](=[O:22])[NH:20][NH:19][C:18]2=[O:23])=[CH:13][CH:12]=1)[C:2]#[CH:3]. Product: [CH2:1]([O:4][CH2:5][CH2:6][O:7][CH2:8][CH2:9][O:10][C:11]1[CH:16]=[CH:15][C:14]([N:17]2[C:18](=[O:23])[N:19]=[N:20][C:21]2=[O:22])=[CH:13][CH:12]=1)[C:2]#[CH:3]. The catalyst class is: 2. (4) Reactant: [C:1]1([CH3:32])[CH:6]=[CH:5][C:4]([C:7]2[N:8]=[C:9]3[CH2:23][CH2:22][CH2:21][N:20]([CH2:24][CH2:25][CH2:26][CH2:27][CH2:28][C:29]([OH:31])=O)[C:10]3=[N:11][C:12]=2[C:13]2[CH:18]=[CH:17][C:16]([CH3:19])=[CH:15][CH:14]=2)=[CH:3][CH:2]=1.CN(C(ON1N=NC2C=CC=NC1=2)=[N+](C)C)C.F[P-](F)(F)(F)(F)F.CCN(C(C)C)C(C)C.[NH2:66][CH2:67][CH2:68][C:69]#[N:70]. Product: [C:67]([CH2:68][CH2:69][NH:70][C:29](=[O:31])[CH2:28][CH2:27][CH2:26][CH2:25][CH2:24][N:20]1[C:10]2=[N:11][C:12]([C:13]3[CH:18]=[CH:17][C:16]([CH3:19])=[CH:15][CH:14]=3)=[C:7]([C:4]3[CH:5]=[CH:6][C:1]([CH3:32])=[CH:2][CH:3]=3)[N:8]=[C:9]2[CH2:23][CH2:22][CH2:21]1)#[N:66]. The catalyst class is: 34. (5) Reactant: [Br:1][C:2]1[CH:6]=[CH:5][O:4][C:3]=1[CH:7]=[O:8].CC(=CC)C.Cl([O-])=[O:15].[Na+].P([O-])(O)(O)=O.[Na+].Cl. Product: [Br:1][C:2]1[CH:6]=[CH:5][O:4][C:3]=1[C:7]([OH:15])=[O:8]. The catalyst class is: 371. (6) Reactant: C(OC([NH:8][CH2:9][C@H:10]1[CH2:15][CH2:14][C@H:13]([C:16]([NH:18][C@H:19]([C:52](=[O:65])[NH:53][C:54]2[CH:59]=[CH:58][C:57]([C:60]3[NH:64][N:63]=[N:62][N:61]=3)=[CH:56][CH:55]=2)[CH2:20][C:21]2[CH:26]=[CH:25][C:24]([C:27]3[CH:32]=[CH:31][C:30]([C:33]([NH:35][CH:36]4[CH2:41][CH2:40][N:39](C(OC(C)(C)C)=O)[CH2:38][C:37]4([CH3:50])[CH3:49])=[O:34])=[CH:29][C:28]=3[CH3:51])=[CH:23][CH:22]=2)=[O:17])[CH2:12][CH2:11]1)=O)(C)(C)C.[ClH:66]. Product: [ClH:66].[NH2:8][CH2:9][C@H:10]1[CH2:15][CH2:14][C@H:13]([C:16]([NH:18][C@H:19]([C:52](=[O:65])[NH:53][C:54]2[CH:55]=[CH:56][C:57]([C:60]3[NH:64][N:63]=[N:62][N:61]=3)=[CH:58][CH:59]=2)[CH2:20][C:21]2[CH:22]=[CH:23][C:24]([C:27]3[CH:32]=[CH:31][C:30]([C:33]([NH:35][CH:36]4[CH2:41][CH2:40][NH:39][CH2:38][C:37]4([CH3:49])[CH3:50])=[O:34])=[CH:29][C:28]=3[CH3:51])=[CH:25][CH:26]=2)=[O:17])[CH2:12][CH2:11]1. The catalyst class is: 12. (7) Reactant: [C:1]([O:5][C:6]([N:8]1[CH2:13][CH2:12][C:11]([C:17]([O:19][CH3:20])=[O:18])([C:14](O)=[O:15])[CH2:10][CH2:9]1)=[O:7])([CH3:4])([CH3:3])[CH3:2].CCN(C(C)C)C(C)C.ClC(OC)=O.[BH4-].[Na+]. Product: [OH:15][CH2:14][C:11]1([C:17]([O:19][CH3:20])=[O:18])[CH2:10][CH2:9][N:8]([C:6]([O:5][C:1]([CH3:3])([CH3:4])[CH3:2])=[O:7])[CH2:13][CH2:12]1. The catalyst class is: 36. (8) Reactant: FC(F)(F)S(O[Si](C)(C)C)(=O)=O.[CH2:13]([NH2:19])[C:14]1[O:18][CH:17]=[CH:16][CH:15]=1.[C:20]([NH:22][C:23]([NH2:25])=[NH:24])#[N:21]. Product: [CH2:13]([NH:19][C:20]([NH:22][C:23]([NH2:25])=[NH:24])=[NH:21])[C:14]1[O:18][CH:17]=[CH:16][CH:15]=1. The catalyst class is: 98.